Dataset: Full USPTO retrosynthesis dataset with 1.9M reactions from patents (1976-2016). Task: Predict the reactants needed to synthesize the given product. (1) The reactants are: [CH3:1][O:2][C:3]1[N:8]=[CH:7][C:6]([N:9]2[C:13]([C:14]3[CH:19]=[N:18][C:17]([CH3:20])=[CH:16][N:15]=3)=[CH:12][C:11]([C:21]([OH:23])=O)=[N:10]2)=[CH:5][CH:4]=1.Cl.[CH3:25][NH:26][CH3:27]. Given the product [CH3:25][N:26]([CH3:27])[C:21]([C:11]1[CH:12]=[C:13]([C:14]2[CH:19]=[N:18][C:17]([CH3:20])=[CH:16][N:15]=2)[N:9]([C:6]2[CH:7]=[N:8][C:3]([O:2][CH3:1])=[CH:4][CH:5]=2)[N:10]=1)=[O:23], predict the reactants needed to synthesize it. (2) Given the product [NH2:25][C:10]1[CH:11]=[C:12]([C:15]2[S:19][C:18]([NH:20][C:21](=[O:23])[CH3:22])=[N:17][C:16]=2[CH3:24])[N:13]=[N:14][C:9]=1[Cl:8], predict the reactants needed to synthesize it. The reactants are: FC(F)(F)C(O)=O.[Cl:8][C:9]1[N:14]=[N:13][C:12]([C:15]2[S:19][C:18]([NH:20][C:21](=[O:23])[CH3:22])=[N:17][C:16]=2[CH3:24])=[CH:11][C:10]=1[NH:25]C(C1C=CC=CC=1)(C1C=CC=CC=1)C1C=CC=CC=1.CO. (3) Given the product [Br:31][C:32]1[CH:37]=[C:36]([C:38]([CH3:40])([CH3:39])[CH3:41])[CH:35]=[CH:34][C:33]=1[CH2:42][N:9]1[C:10](=[O:23])[C:11]([C:14]([NH:16][CH2:17][C:18]([OH:20])=[O:19])=[O:15])=[C:12]([OH:13])[N:7]([CH:1]2[CH2:6][CH2:5][CH2:4][CH2:3][CH2:2]2)[C:8]1=[O:24], predict the reactants needed to synthesize it. The reactants are: [CH:1]1([N:7]2[C:12]([OH:13])=[C:11]([C:14]([NH:16][CH2:17][C:18]([O:20]CC)=[O:19])=[O:15])[C:10](=[O:23])[NH:9][C:8]2=[O:24])[CH2:6][CH2:5][CH2:4][CH2:3][CH2:2]1.C(=O)([O-])[O-].[K+].[K+].[Br:31][C:32]1[CH:37]=[C:36]([C:38]([CH3:41])([CH3:40])[CH3:39])[CH:35]=[CH:34][C:33]=1[CH2:42]Br.Cl. (4) The reactants are: Cl[C:2]1[CH:7]=[C:6]([Cl:8])[N:5]=[CH:4][N:3]=1.[OH:9][CH2:10][CH2:11][N:12]1[CH2:17][CH2:16][O:15][CH2:14][CH2:13]1.C(=O)([O-])[O-].[K+].[K+]. Given the product [Cl:8][C:6]1[N:5]=[CH:4][N:3]=[C:2]([O:9][CH2:10][CH2:11][N:12]2[CH2:17][CH2:16][O:15][CH2:14][CH2:13]2)[CH:7]=1, predict the reactants needed to synthesize it. (5) Given the product [C:1]([O:4][CH2:5][C:6]1[N:8]([C:9]2[CH:14]=[CH:13][C:12]([C:15]#[N:16])=[C:11]([C:17]([F:20])([F:19])[F:18])[C:10]=2[CH3:21])[N:61]=[N:60][N:59]=1)(=[O:3])[CH3:2], predict the reactants needed to synthesize it. The reactants are: [C:1]([O:4][CH2:5][C:6]([NH:8][C:9]1[CH:14]=[CH:13][C:12]([C:15]#[N:16])=[C:11]([C:17]([F:20])([F:19])[F:18])[C:10]=1[CH3:21])=O)(=[O:3])[CH3:2].C1(P(C2C=CC=CC=2)C2C=CC=CC=2)C=CC=CC=1.CC(OC(/N=N/C(OC(C)C)=O)=O)C.C[Si]([N:59]=[N+:60]=[N-:61])(C)C. (6) Given the product [F:11][C:12]1[CH:13]=[CH:14][C:15]([C:18]2[CH:23]=[CH:22][C:21]([C:24](=[N:26][O:27][CH2:2][CH2:3][OH:4])[CH3:25])=[CH:20][CH:19]=2)=[CH:16][CH:17]=1, predict the reactants needed to synthesize it. The reactants are: Br[CH2:2][CH2:3][O:4]C1CCCCO1.[F:11][C:12]1[CH:17]=[CH:16][C:15]([C:18]2[CH:23]=[CH:22][C:21]([C:24](=[N:26][OH:27])[CH3:25])=[CH:20][CH:19]=2)=[CH:14][CH:13]=1.C(=O)([O-])[O-].[K+].[K+].O.C1(C)C=CC(S(O)(=O)=O)=CC=1. (7) Given the product [NH2:1][C:2]1[N:6]([C:7]2[CH:12]=[N:11][CH:10]=[N:9][CH:8]=2)[N:5]=[CH:4][C:3]=1[C:13]([NH:22][CH3:26])=[O:15], predict the reactants needed to synthesize it. The reactants are: [NH2:1][C:2]1[N:6]([C:7]2[CH:8]=[N:9][CH:10]=[N:11][CH:12]=2)[N:5]=[CH:4][C:3]=1[C:13]([O-:15])=O.[Na+].F[B-](F)(F)F.[N:22]1(O[C+](N(C)C)N(C)C)[C:26]2C=CC=CC=2N=N1.CN.C(N(CC)C(C)C)(C)C.